This data is from Full USPTO retrosynthesis dataset with 1.9M reactions from patents (1976-2016). The task is: Predict the reactants needed to synthesize the given product. Given the product [Br:32][C:17]1[S:16][C:15]([C:2]2([OH:1])[CH2:7][CH2:6][CH:5]([C:8]([O:10][CH2:11][CH2:12][CH2:13][CH3:14])=[O:9])[CH2:4][CH2:3]2)=[N:19][CH:18]=1, predict the reactants needed to synthesize it. The reactants are: [OH:1][C:2]1([C:15]2[S:16][CH:17]=[CH:18][N:19]=2)[CH2:7][CH2:6][CH:5]([C:8]([O:10][CH2:11][CH2:12][CH2:13][CH3:14])=[O:9])[CH2:4][CH2:3]1.CN(C=O)C.C1C(=O)N([Br:32])C(=O)C1.